This data is from Reaction yield outcomes from USPTO patents with 853,638 reactions. The task is: Predict the reaction yield, written as a fraction of the theoretical maximum amount of product (1.0 means a 100% yield; for example, 0.34 means a 34% yield). The reactants are [Li]CCCC.Br[C:7](Br)=[CH:8][CH:9]([CH2:16][CH2:17][CH2:18][CH2:19][CH2:20][CH2:21][CH2:22][CH3:23])[CH2:10][CH2:11][CH2:12][CH2:13][CH2:14][CH3:15].O. The catalyst is O1CCCC1. The product is [C:8]([CH:9]([CH2:16][CH2:17][CH2:18][CH2:19][CH2:20][CH2:21][CH2:22][CH3:23])[CH2:10][CH2:11][CH2:12][CH2:13][CH2:14][CH3:15])#[CH:7]. The yield is 0.820.